Dataset: Forward reaction prediction with 1.9M reactions from USPTO patents (1976-2016). Task: Predict the product of the given reaction. (1) Given the reactants Cl[C:2]1[N:11]=[C:10]2[C:5]([CH:6]=[C:7]([C:16]([O:18][CH2:19][CH3:20])=[O:17])[C:8]([C:12]([F:15])([F:14])[F:13])=[N:9]2)=[CH:4][C:3]=1[F:21].[F:22][C:23]([F:27])([F:26])[CH2:24][NH2:25], predict the reaction product. The product is: [F:21][C:3]1[CH:4]=[C:5]2[C:10](=[N:11][C:2]=1[NH:25][CH2:24][C:23]([F:27])([F:26])[F:22])[N:9]=[C:8]([C:12]([F:15])([F:14])[F:13])[C:7]([C:16]([O:18][CH2:19][CH3:20])=[O:17])=[CH:6]2. (2) Given the reactants [NH:1]1[CH2:6][CH2:5][CH:4]([N:7]2[C:15]3[C:10](=[N:11][CH:12]=[CH:13][CH:14]=3)[N:9]([CH2:16][O:17][CH2:18][CH2:19][Si:20]([CH3:23])([CH3:22])[CH3:21])[C:8]2=[O:24])[CH2:3][CH2:2]1.C(N(CC)CC)C.Cl[C:33](OC(Cl)(Cl)Cl)=[O:34].[NH2:40][C@H:41]1[C:47]2=[N:48][CH:49]=[CH:50][CH:51]=[C:46]2[C@@H:45]([NH:52][C:53](=[O:59])[O:54][C:55]([CH3:58])([CH3:57])[CH3:56])[C@H:44]([C:60]2[CH:65]=[CH:64][CH:63]=[C:62]([F:66])[C:61]=2[F:67])[CH2:43][CH2:42]1, predict the reaction product. The product is: [F:67][C:61]1[C:62]([F:66])=[CH:63][CH:64]=[CH:65][C:60]=1[C@@H:44]1[CH2:43][CH2:42][C@@H:41]([NH:40][C:33]([N:1]2[CH2:6][CH2:5][CH:4]([N:7]3[C:15]4[C:10](=[N:11][CH:12]=[CH:13][CH:14]=4)[N:9]([CH2:16][O:17][CH2:18][CH2:19][Si:20]([CH3:21])([CH3:23])[CH3:22])[C:8]3=[O:24])[CH2:3][CH2:2]2)=[O:34])[C:47]2=[N:48][CH:49]=[CH:50][CH:51]=[C:46]2[C@H:45]1[NH:52][C:53](=[O:59])[O:54][C:55]([CH3:58])([CH3:57])[CH3:56]. (3) Given the reactants [NH2:1][C:2]1[C:10]([NH2:11])=[CH:9][C:8]([Cl:12])=[CH:7][C:3]=1[C:4]([NH2:6])=[O:5].C([O-])(O)=O.[Na+].[F:18][C:19]([F:24])([F:23])[C:20](O)=O, predict the reaction product. The product is: [Cl:12][C:8]1[CH:7]=[C:3]([C:4]([NH2:6])=[O:5])[C:2]2[N:1]=[C:20]([C:19]([F:24])([F:23])[F:18])[NH:11][C:10]=2[CH:9]=1. (4) The product is: [OH:7][C@H:6]1[C@H:2]([NH:1][C:28](=[O:29])[C:27]2[CH:31]=[CH:32][C:24]([C:23]([F:22])([F:33])[F:34])=[CH:25][CH:26]=2)[CH2:3][N:4]([C:8]([O:10][C:11]([CH3:14])([CH3:13])[CH3:12])=[O:9])[CH2:5]1. Given the reactants [NH2:1][C@H:2]1[C@H:6]([OH:7])[CH2:5][N:4]([C:8]([O:10][C:11]([CH3:14])([CH3:13])[CH3:12])=[O:9])[CH2:3]1.C(N(CC)CC)C.[F:22][C:23]([F:34])([F:33])[C:24]1[CH:32]=[CH:31][C:27]([C:28](Cl)=[O:29])=[CH:26][CH:25]=1, predict the reaction product. (5) Given the reactants O[CH2:2][CH2:3][N:4]1[CH2:8][CH2:7][C@H:6]([NH:9][C:10](=[O:16])[O:11][C:12]([CH3:15])([CH3:14])[CH3:13])[CH2:5]1.N1C=CC=CC=1.O=S(Cl)[Cl:25].C([O-])(O)=O.[Na+], predict the reaction product. The product is: [Cl:25][CH2:2][CH2:3][N:4]1[CH2:8][CH2:7][C@H:6]([NH:9][C:10](=[O:16])[O:11][C:12]([CH3:15])([CH3:14])[CH3:13])[CH2:5]1. (6) Given the reactants [F:1][C:2]1[CH:7]=[C:6]([N+:8]([O-])=O)[CH:5]=[C:4]([O:11][CH3:12])[C:3]=1[N:13]1[C:21]2[CH:20]=[CH:19][NH:18][C:17](=[O:22])[C:16]=2[C:15]([C:23]2[CH:24]=[C:25]([C:28]([NH2:30])=[O:29])[S:26][CH:27]=2)=[CH:14]1.[Cl-].[Ca+2].[Cl-].C(O)C, predict the reaction product. The product is: [NH2:8][C:6]1[CH:5]=[C:4]([O:11][CH3:12])[C:3]([N:13]2[C:21]3[CH:20]=[CH:19][NH:18][C:17](=[O:22])[C:16]=3[C:15]([C:23]3[CH:24]=[C:25]([C:28]([NH2:30])=[O:29])[S:26][CH:27]=3)=[CH:14]2)=[C:2]([F:1])[CH:7]=1. (7) Given the reactants [C:1]([CH2:3][NH:4][C:5]([C@@H:7]1[CH2:12][CH2:11][CH2:10][CH2:9][C@@H:8]1[NH2:13])=[O:6])#[N:2].[CH:14]([Si:17]([CH:37]([CH3:39])[CH3:38])([CH:34]([CH3:36])[CH3:35])[O:18][CH2:19][CH2:20][CH2:21][N:22]1[C:30]2[C:25](=[CH:26][CH:27]=[CH:28][CH:29]=2)[CH:24]=[C:23]1[C:31](O)=[O:32])([CH3:16])[CH3:15], predict the reaction product. The product is: [C:1]([CH2:3][NH:4][C:5]([C@@H:7]1[CH2:12][CH2:11][CH2:10][CH2:9][C@@H:8]1[NH:13][C:31]([C:23]1[N:22]([CH2:21][CH2:20][CH2:19][O:18][Si:17]([CH:34]([CH3:36])[CH3:35])([CH:14]([CH3:16])[CH3:15])[CH:37]([CH3:39])[CH3:38])[C:30]2[C:25]([CH:24]=1)=[CH:26][CH:27]=[CH:28][CH:29]=2)=[O:32])=[O:6])#[N:2].